This data is from NCI-60 drug combinations with 297,098 pairs across 59 cell lines. The task is: Regression. Given two drug SMILES strings and cell line genomic features, predict the synergy score measuring deviation from expected non-interaction effect. Drug 1: COC1=NC(=NC2=C1N=CN2C3C(C(C(O3)CO)O)O)N. Drug 2: CC1C(C(CC(O1)OC2CC(CC3=C2C(=C4C(=C3O)C(=O)C5=C(C4=O)C(=CC=C5)OC)O)(C(=O)CO)O)N)O.Cl. Cell line: NCI/ADR-RES. Synergy scores: CSS=5.42, Synergy_ZIP=-0.744, Synergy_Bliss=0.806, Synergy_Loewe=-3.24, Synergy_HSA=-2.60.